This data is from Reaction yield outcomes from USPTO patents with 853,638 reactions. The task is: Predict the reaction yield, written as a fraction of the theoretical maximum amount of product (1.0 means a 100% yield; for example, 0.34 means a 34% yield). (1) The reactants are [N:1]12[CH2:8][CH2:7][C:4]([C:9]([C:17]3[CH:22]=[CH:21][CH:20]=[CH:19][CH:18]=3)([C:11]3[CH:16]=[CH:15][CH:14]=[CH:13][CH:12]=3)[OH:10])([CH2:5][CH2:6]1)[CH2:3][CH2:2]2.[Br:23][CH2:24][CH2:25][CH2:26]Br. The catalyst is CC#N. The product is [Br-:23].[Br:23][CH2:24][CH2:25][CH2:26][N+:1]12[CH2:6][CH2:5][C:4]([C:9]([OH:10])([C:17]3[CH:22]=[CH:21][CH:20]=[CH:19][CH:18]=3)[C:11]3[CH:12]=[CH:13][CH:14]=[CH:15][CH:16]=3)([CH2:3][CH2:2]1)[CH2:7][CH2:8]2. The yield is 0.431. (2) The product is [CH:18]1([CH2:17][O:16][C:13]2[C:12]([C:21]3[CH:26]=[CH:25][C:24]([F:27])=[CH:23][CH:22]=3)=[CH:11][C:10]([CH:5]([CH2:6][CH:7]([CH3:9])[CH3:8])[C:4]([OH:28])=[O:3])=[CH:15][CH:14]=2)[CH2:19][CH2:20]1. The yield is 0.620. The catalyst is CO.C1COCC1.O. The reactants are C([O:3][C:4](=[O:28])[CH:5]([C:10]1[CH:11]=[C:12]([C:21]2[CH:26]=[CH:25][C:24]([F:27])=[CH:23][CH:22]=2)[C:13]([O:16][CH2:17][CH:18]2[CH2:20][CH2:19]2)=[CH:14][CH:15]=1)[CH2:6][CH:7]([CH3:9])[CH3:8])C.O.[OH-].[Li+].